Dataset: Catalyst prediction with 721,799 reactions and 888 catalyst types from USPTO. Task: Predict which catalyst facilitates the given reaction. (1) Reactant: [O:1]=[C:2]1[CH2:25][O:24][C:5]2=[CH:6][CH:7]=[C:8]3[C:12]([N:11]([CH2:13][CH:14]([NH:16][C:17](=[O:23])[O:18][C:19]([CH3:22])([CH3:21])[CH3:20])[CH3:15])[N:10]=[CH:9]3)=[C:4]2[NH:3]1.[H-].[Na+].IC.[CH3:30]N(C)C=O. Product: [CH3:30][N:3]1[C:4]2[C:5](=[CH:6][CH:7]=[C:8]3[C:12]=2[N:11]([CH2:13][C@@H:14]([NH:16][C:17](=[O:23])[O:18][C:19]([CH3:21])([CH3:20])[CH3:22])[CH3:15])[N:10]=[CH:9]3)[O:24][CH2:25][C:2]1=[O:1]. The catalyst class is: 7. (2) Reactant: Br[C:2]1[CH:3]=[C:4]2[N:10]=[C:9]([C@@H:11]3[CH2:15][C@H:14]([CH3:16])[CH2:13][N:12]3[C:17]([O:19][C:20]([CH3:23])([CH3:22])[CH3:21])=[O:18])[NH:8][C:5]2=[N:6][CH:7]=1.[CH3:24][C@@H:25]1[CH2:29][N:28]([C:30]([O:32][C:33]([CH3:36])([CH3:35])[CH3:34])=[O:31])[C@H:27]([C:37]2[NH:38][CH:39]=[C:40]([C:42]3[CH:47]=[CH:46][C:45]([C:48]4[CH:53]=[CH:52][C:51](B5OC(C)(C)C(C)(C)O5)=[CH:50][CH:49]=4)=[CH:44][CH:43]=3)[N:41]=2)[CH2:26]1.ClCCl.C([O-])(O)=O.[Na+]. Product: [C:20]([O:19][C:17]([N:12]1[CH2:13][C@@H:14]([CH3:16])[CH2:15][C@H:11]1[C:9]1[NH:8][C:5]2=[N:6][CH:7]=[C:2]([C:51]3[CH:52]=[CH:53][C:48]([C:45]4[CH:46]=[CH:47][C:42]([C:40]5[N:41]=[C:37]([C@@H:27]6[CH2:26][C@H:25]([CH3:24])[CH2:29][N:28]6[C:30]([O:32][C:33]([CH3:34])([CH3:36])[CH3:35])=[O:31])[NH:38][CH:39]=5)=[CH:43][CH:44]=4)=[CH:49][CH:50]=3)[CH:3]=[C:4]2[N:10]=1)=[O:18])([CH3:23])([CH3:22])[CH3:21]. The catalyst class is: 41. (3) Reactant: [OH:1][C:2]1[CH:7]=[C:6]([C:8]([F:11])([F:10])[F:9])[CH:5]=[CH:4][C:3]=1[C:12](=[O:14])[CH3:13].[CH3:15][C:16]([CH3:18])=O.N1CCCC1. Product: [CH3:15][C:16]1([CH3:18])[CH2:13][C:12](=[O:14])[C:3]2[C:2](=[CH:7][C:6]([C:8]([F:9])([F:10])[F:11])=[CH:5][CH:4]=2)[O:1]1. The catalyst class is: 5. (4) Product: [C:22]([O:21][C:19]([N:18]([C:26]([O:28][C:29]([CH3:32])([CH3:30])[CH3:31])=[O:27])[C:13]1[N:12]=[C:11]([CH2:10][C@@H:9]2[C@H:5]([O:4][CH2:1][CH:2]=[O:40])[CH2:6][N:7]([C:33]([O:35][C:36]([CH3:39])([CH3:37])[CH3:38])=[O:34])[CH2:8]2)[CH:16]=[C:15]([CH3:17])[CH:14]=1)=[O:20])([CH3:23])([CH3:24])[CH3:25]. The catalyst class is: 2. Reactant: [CH2:1]([O:4][C@H:5]1[C@@H:9]([CH2:10][C:11]2[CH:16]=[C:15]([CH3:17])[CH:14]=[C:13]([N:18]([C:26]([O:28][C:29]([CH3:32])([CH3:31])[CH3:30])=[O:27])[C:19]([O:21][C:22]([CH3:25])([CH3:24])[CH3:23])=[O:20])[N:12]=2)[CH2:8][N:7]([C:33]([O:35][C:36]([CH3:39])([CH3:38])[CH3:37])=[O:34])[CH2:6]1)[CH:2]=C.[O:40]=[O+][O-].S(C)C. (5) Reactant: [F:1][C:2]1[CH:7]=[CH:6][CH:5]=[CH:4][C:3]=1[C:8](=[O:11])[CH:9]=[CH2:10].[Br:12][C:13]1[CH:18]=[CH:17][C:16]([C@@H:19]([NH2:21])[CH3:20])=[CH:15][CH:14]=1. Product: [Br:12][C:13]1[CH:18]=[CH:17][C:16]([C@@H:19]([NH:21][CH2:10][CH2:9][C:8]([C:3]2[CH:4]=[CH:5][CH:6]=[CH:7][C:2]=2[F:1])=[O:11])[CH3:20])=[CH:15][CH:14]=1. The catalyst class is: 23. (6) Reactant: [C:1](Cl)(=[O:3])[CH3:2].Cl.[Br:6][C:7]1[CH:8]=[CH:9][C:10]([F:15])=[C:11]([CH:14]=1)[CH2:12][NH2:13].C(N(C(C)C)CC)(C)C. Product: [Br:6][C:7]1[CH:8]=[CH:9][C:10]([F:15])=[C:11]([CH:14]=1)[CH2:12][NH:13][C:1](=[O:3])[CH3:2]. The catalyst class is: 268. (7) Reactant: [N:1]([C@@H:4]1[C@@H:41]([CH3:42])[O:40][C@H:7]([O:8][C@@:9]2([CH2:31][CH2:32][CH2:33][CH2:34][CH2:35][C:36]([O:38][CH3:39])=[O:37])[O:26][C@H:25]([CH3:27])[C@@H:24]([N:28]=[N+:29]=[N-:30])[C@H:15]([O:16][CH2:17][C:18]3[CH:23]=[CH:22][CH:21]=[CH:20][CH:19]=3)[C@@H:10]2[O:11]C(=O)C)[C@@H:6]([OH:43])[C@H:5]1[O:44][CH2:45][C:46]1[CH:51]=[CH:50][CH:49]=[CH:48][CH:47]=1)=[N+:2]=[N-:3].C[O-].[Na+]. Product: [N:1]([C@@H:4]1[C@@H:41]([CH3:42])[O:40][C@H:7]([O:8][C@@:9]2([CH2:31][CH2:32][CH2:33][CH2:34][CH2:35][C:36]([O:38][CH3:39])=[O:37])[O:26][C@H:25]([CH3:27])[C@@H:24]([N:28]=[N+:29]=[N-:30])[C@H:15]([O:16][CH2:17][C:18]3[CH:19]=[CH:20][CH:21]=[CH:22][CH:23]=3)[C@@H:10]2[OH:11])[C@@H:6]([OH:43])[C@H:5]1[O:44][CH2:45][C:46]1[CH:47]=[CH:48][CH:49]=[CH:50][CH:51]=1)=[N+:2]=[N-:3]. The catalyst class is: 5. (8) Reactant: [Br:1][C:2]1[CH:10]=[C:9]2[C:5]([C:6]([CH:20]=O)=[CH:7][N:8]2[S:11]([C:14]2[CH:15]=[N:16][CH:17]=[CH:18][CH:19]=2)(=[O:13])=[O:12])=[CH:4][CH:3]=1.[CH3:22][NH2:23].O1CCCC1.[BH4-].[Na+]. Product: [Br:1][C:2]1[CH:10]=[C:9]2[C:5]([C:6]([CH2:20][NH:23][CH3:22])=[CH:7][N:8]2[S:11]([C:14]2[CH:15]=[N:16][CH:17]=[CH:18][CH:19]=2)(=[O:13])=[O:12])=[CH:4][CH:3]=1. The catalyst class is: 5.